This data is from CYP3A4 inhibition data for predicting drug metabolism from PubChem BioAssay. The task is: Regression/Classification. Given a drug SMILES string, predict its absorption, distribution, metabolism, or excretion properties. Task type varies by dataset: regression for continuous measurements (e.g., permeability, clearance, half-life) or binary classification for categorical outcomes (e.g., BBB penetration, CYP inhibition). Dataset: cyp3a4_veith. (1) The molecule is COc1cccc(C2CC(=O)C=C(NCCCN(C)C)C2)c1. The result is 0 (non-inhibitor). (2) The drug is CCN1CCc2c(sc(N)c2C(N)=O)C1. The result is 0 (non-inhibitor). (3) The molecule is CCN(CC)C(=O)N[C@H]1C=C2c3cccc4[nH]cc(c34)C[C@@H]2N(C)C1. The result is 1 (inhibitor).